From a dataset of Forward reaction prediction with 1.9M reactions from USPTO patents (1976-2016). Predict the product of the given reaction. (1) Given the reactants [Br:1][C:2]1[N:6]=[CH:5][NH:4][N:3]=1.C(=O)([O-])[O-].[Cs+].[Cs+].I[C:14]1[CH:19]=[CH:18][C:17]([O:20][C:21]([F:24])([F:23])[F:22])=[CH:16][CH:15]=1, predict the reaction product. The product is: [Br:1][C:2]1[N:6]=[CH:5][N:4]([C:14]2[CH:15]=[CH:16][C:17]([O:20][C:21]([F:22])([F:23])[F:24])=[CH:18][CH:19]=2)[N:3]=1. (2) Given the reactants [I:1][C:2]1[CH:3]=[CH:4][C:5]([NH:8][NH2:9])=[N:6][CH:7]=1.C1N=CN([C:15](N2C=NC=C2)=[O:16])C=1, predict the reaction product. The product is: [I:1][C:2]1[CH:3]=[CH:4][C:5]2[N:6]([C:15](=[O:16])[NH:9][N:8]=2)[CH:7]=1. (3) Given the reactants Cl[C:2]1[CH:7]=[CH:6][C:5]([CH2:8][N:9]2[C:13]([CH3:14])=[CH:12][C:11]([C:15]3[O:19][N:18]=[C:17]([C:20]4[CH:25]=[CH:24][C:23]([S:26]([F:31])([F:30])([F:29])([F:28])[F:27])=[CH:22][CH:21]=4)[N:16]=3)=[N:10]2)=[CH:4][N:3]=1.[N:32]1([CH2:37][CH2:38][NH2:39])[CH2:36][CH2:35][CH2:34][CH2:33]1, predict the reaction product. The product is: [CH3:14][C:13]1[N:9]([CH2:8][C:5]2[CH:6]=[CH:7][C:2]([NH:39][CH2:38][CH2:37][N:32]3[CH2:36][CH2:35][CH2:34][CH2:33]3)=[N:3][CH:4]=2)[N:10]=[C:11]([C:15]2[O:19][N:18]=[C:17]([C:20]3[CH:25]=[CH:24][C:23]([S:26]([F:31])([F:30])([F:29])([F:28])[F:27])=[CH:22][CH:21]=3)[N:16]=2)[CH:12]=1. (4) Given the reactants [Cl:1][C:2]1[CH:3]=[C:4]([NH2:16])[C:5]([NH2:15])=[CH:6][C:7]=1[C:8]1[CH:13]=[CH:12][C:11]([F:14])=[CH:10][CH:9]=1.[F:17][C:18]([F:29])([F:28])[C:19]([F:27])([F:26])[C:20]([F:25])([F:24])[C:21](O)=O, predict the reaction product. The product is: [Cl:1][C:2]1[C:7]([C:8]2[CH:9]=[CH:10][C:11]([F:14])=[CH:12][CH:13]=2)=[CH:6][C:5]2[NH:15][C:21]([C:20]([F:24])([F:25])[C:19]([F:26])([F:27])[C:18]([F:29])([F:28])[F:17])=[N:16][C:4]=2[CH:3]=1. (5) The product is: [N:26]1([CH2:25][CH2:24][CH2:23][O:22][C:19]2[CH:20]=[CH:21][C:16]([CH2:15][N:11]3[CH2:12][CH2:13][CH2:14][NH:8][CH2:9][CH2:10]3)=[CH:17][CH:18]=2)[CH2:27][CH2:28][CH2:29][CH2:30][CH2:31]1. Given the reactants C(OC([N:8]1[CH2:14][CH2:13][CH2:12][N:11]([CH2:15][C:16]2[CH:21]=[CH:20][C:19]([O:22][CH2:23][CH2:24][CH2:25][N:26]3[CH2:31][CH2:30][CH2:29][CH2:28][CH2:27]3)=[CH:18][CH:17]=2)[CH2:10][CH2:9]1)=O)(C)(C)C.FC(F)(F)C(O)=O, predict the reaction product. (6) Given the reactants [NH2:1][C:2]1[N:10]=[C:9]2[C:5]([N:6]=[CH:7][N:8]2[C@@H:11]2[O:15][C@H:14]([CH2:16][O:17][P:18]([NH:27][C@@H:28]([CH3:35])[C:29]([O:31][CH:32]([CH3:34])[CH3:33])=[O:30])([O:20][C:21]3[CH:26]=[CH:25][CH:24]=[CH:23][CH:22]=3)=[O:19])[C@@H:13]([O:36]C(OCC3C=CC=CC=3)=O)[C@:12]2([F:48])[CH3:47])=[C:4]([O:49][CH3:50])[N:3]=1.[H][H], predict the reaction product. The product is: [NH2:1][C:2]1[N:10]=[C:9]2[C:5]([N:6]=[CH:7][N:8]2[C@@H:11]2[O:15][C@H:14]([CH2:16][O:17][P:18]([NH:27][C@@H:28]([CH3:35])[C:29]([O:31][CH:32]([CH3:34])[CH3:33])=[O:30])([O:20][C:21]3[CH:22]=[CH:23][CH:24]=[CH:25][CH:26]=3)=[O:19])[C@@H:13]([OH:36])[C@:12]2([F:48])[CH3:47])=[C:4]([O:49][CH3:50])[N:3]=1. (7) Given the reactants [CH3:1][C:2]1[O:3][C:4]2[CH:10]=[CH:9][C:8]([NH2:11])=[CH:7][C:5]=2[CH:6]=1.CS[C:14](SC)=[C:15]([C:19]#[N:20])[C:16]([NH2:18])=[O:17].[NH2:23][CH:24]1[CH2:30][CH2:29][CH2:28][CH2:27][N:26]([CH2:31][C:32]2[CH:37]=[CH:36][CH:35]=[CH:34][CH:33]=2)[C:25]1=[O:38], predict the reaction product. The product is: [C:19]([C:15](=[C:14]([NH:23][C@H:24]1[CH2:30][CH2:29][CH2:28][CH2:27][N:26]([CH2:31][C:32]2[CH:37]=[CH:36][CH:35]=[CH:34][CH:33]=2)[C:25]1=[O:38])[NH:11][C:8]1[CH:9]=[CH:10][C:4]2[O:3][C:2]([CH3:1])=[CH:6][C:5]=2[CH:7]=1)[C:16]([NH2:18])=[O:17])#[N:20]. (8) The product is: [Cl:24][C:25]1[C:26]([CH2:35][O:36][C:37]2[CH:42]=[CH:41][C:40]([Cl:43])=[C:39]([C:44]([F:47])([F:46])[F:45])[CH:38]=2)=[CH:27][C:28]([F:34])=[C:29]([CH:33]=1)[C:30]([NH:53][S:50](=[O:52])(=[O:51])[NH:49][CH3:48])=[O:31]. Given the reactants ClC1C(OC2C=CC(Cl)=C(C(F)(F)F)C=2)=CC(F)=C(C=1)C(O)=O.[Cl:24][C:25]1[C:26]([CH2:35][O:36][C:37]2[CH:42]=[CH:41][C:40]([Cl:43])=[C:39]([C:44]([F:47])([F:46])[F:45])[CH:38]=2)=[CH:27][C:28]([F:34])=[C:29]([CH:33]=1)[C:30](O)=[O:31].[CH3:48][N:49](C)[S:50]([NH2:53])(=[O:52])=[O:51].CNS(N)(=O)=O, predict the reaction product. (9) Given the reactants [CH3:1][O:2][C:3]1[CH:12]=[CH:11][C:6]2[N:7]=[C:8]([SH:10])[NH:9][C:5]=2[CH:4]=1.[CH3:13][C:14]1[CH:19]=[CH:18][C:17]([CH2:20]Br)=[CH:16][CH:15]=1.C([O-])([O-])=O.[Cs+].[Cs+].O, predict the reaction product. The product is: [CH3:1][O:2][C:3]1[CH:12]=[CH:11][C:6]2[NH:7][C:8]([S:10][CH2:13][C:14]3[CH:19]=[CH:18][C:17]([CH3:20])=[CH:16][CH:15]=3)=[N:9][C:5]=2[CH:4]=1.